This data is from Full USPTO retrosynthesis dataset with 1.9M reactions from patents (1976-2016). The task is: Predict the reactants needed to synthesize the given product. Given the product [C:13]1([C:6]2[C:7]3[C:12](=[CH:11][CH:10]=[CH:9][CH:8]=3)[C:3]([OH:2])=[CH:4][CH:5]=2)[CH:14]=[CH:15][CH:16]=[CH:17][CH:18]=1, predict the reactants needed to synthesize it. The reactants are: C[O:2][C:3]1[C:12]2[C:7](=[CH:8][CH:9]=[CH:10][CH:11]=2)[C:6]([C:13]2[CH:18]=[CH:17][CH:16]=[CH:15][CH:14]=2)=[CH:5][CH:4]=1.Br.C(O)(=O)C.